From a dataset of Forward reaction prediction with 1.9M reactions from USPTO patents (1976-2016). Predict the product of the given reaction. (1) Given the reactants [Br:1][C:2]1[C:3]2[N:4]([CH:9]=[CH:10][N:11]=2)[N:5]=[C:6]([Cl:8])[CH:7]=1.C1C(=O)N([I:19])C(=O)C1.C(O)(C(F)(F)F)=O, predict the reaction product. The product is: [Br:1][C:2]1[C:3]2[N:4]([C:9]([I:19])=[CH:10][N:11]=2)[N:5]=[C:6]([Cl:8])[CH:7]=1. (2) Given the reactants [CH2:1]([N:8]1[CH2:13][CH2:12][NH:11][CH2:10][CH2:9]1)[C:2]1[CH:7]=[CH:6][CH:5]=[CH:4][CH:3]=1.F[C:15]1[CH:20]=[CH:19][C:18]([N+:21]([O-:23])=[O:22])=[CH:17][CH:16]=1.C([O-])([O-])=O.[K+].[K+], predict the reaction product. The product is: [CH2:1]([N:8]1[CH2:13][CH2:12][N:11]([C:15]2[CH:20]=[CH:19][C:18]([N+:21]([O-:23])=[O:22])=[CH:17][CH:16]=2)[CH2:10][CH2:9]1)[C:2]1[CH:3]=[CH:4][CH:5]=[CH:6][CH:7]=1. (3) Given the reactants [CH:1]1([C@@H:4]([C:11]2[CH:16]=[CH:15][C:14]([OH:17])=[C:13]([I:18])[CH:12]=2)[C@H:5]([CH3:10])[C:6]([O:8][CH3:9])=[O:7])[CH2:3][CH2:2]1.C([O-])([O-])=O.[K+].[K+].Br[CH2:26][C:27]([CH:29]1[CH2:32][N:31]([C:33]([O:35][C:36]([CH3:39])([CH3:38])[CH3:37])=[O:34])[CH2:30]1)=[O:28], predict the reaction product. The product is: [CH:1]1([C@@H:4]([C:11]2[CH:16]=[CH:15][C:14]([O:17][CH2:26][C:27]([CH:29]3[CH2:32][N:31]([C:33]([O:35][C:36]([CH3:39])([CH3:38])[CH3:37])=[O:34])[CH2:30]3)=[O:28])=[C:13]([I:18])[CH:12]=2)[C@H:5]([CH3:10])[C:6]([O:8][CH3:9])=[O:7])[CH2:3][CH2:2]1. (4) Given the reactants C[C@H](NC(=O)CC(C1C=C2C(CCNC2)=CC=1)C1C=CN=CC=1)C1C=CC=CC=1.C([O:32][C:33](=[O:52])[CH2:34][CH:35]([C:42]1[CH:51]=[C:50]2[C:45]([CH2:46][CH2:47][NH:48][CH2:49]2)=[CH:44][CH:43]=1)[C:36]1[CH:41]=[CH:40][N:39]=[CH:38][CH:37]=1)C, predict the reaction product. The product is: [CH2:49]1[C:50]2[C:45](=[CH:44][CH:43]=[C:42]([CH:35]([C:36]3[CH:41]=[CH:40][N:39]=[CH:38][CH:37]=3)[CH2:34][C:33]([OH:52])=[O:32])[CH:51]=2)[CH2:46][CH2:47][NH:48]1. (5) Given the reactants C(OC([N:11]1[CH2:16][CH2:15][CH:14]([NH:17][C:18](=[O:42])[N:19]([CH2:26][CH2:27][CH2:28][N:29]2[CH2:34][CH2:33][CH:32]([CH2:35][C:36]3[CH:41]=[CH:40][CH:39]=[CH:38][CH:37]=3)[CH2:31][CH2:30]2)[C:20]2[CH:25]=[CH:24][CH:23]=[CH:22][CH:21]=2)[CH2:13][CH2:12]1)=O)C1C=CC=CC=1, predict the reaction product. The product is: [CH2:35]([CH:32]1[CH2:31][CH2:30][N:29]([CH2:28][CH2:27][CH2:26][N:19]([C:20]2[CH:21]=[CH:22][CH:23]=[CH:24][CH:25]=2)[C:18]([NH:17][CH:14]2[CH2:15][CH2:16][NH:11][CH2:12][CH2:13]2)=[O:42])[CH2:34][CH2:33]1)[C:36]1[CH:37]=[CH:38][CH:39]=[CH:40][CH:41]=1. (6) Given the reactants [CH3:1][O:2][C:3]1[CH:4]=[C:5]2[C:10](=[CH:11][CH:12]=1)[C:9]([CH2:13][C:14]1[CH:19]=[CH:18][C:17]([O:20][CH2:21][CH2:22][N:23]3[CH2:28][CH2:27][CH2:26][CH2:25][CH2:24]3)=[CH:16][CH:15]=1)=[C:8](OS(C(F)(F)F)(=O)=O)[CH:7]=[CH:6]2.[F:37][C:38]1[CH:43]=[C:42]([F:44])[CH:41]=[CH:40][C:39]=1B(O)O.[F-].[Cs+], predict the reaction product. The product is: [F:37][C:38]1[CH:43]=[C:42]([F:44])[CH:41]=[CH:40][C:39]=1[C:8]1[CH:7]=[CH:6][C:5]2[C:10](=[CH:11][CH:12]=[C:3]([O:2][CH3:1])[CH:4]=2)[C:9]=1[CH2:13][C:14]1[CH:15]=[CH:16][C:17]([O:20][CH2:21][CH2:22][N:23]2[CH2:28][CH2:27][CH2:26][CH2:25][CH2:24]2)=[CH:18][CH:19]=1. (7) Given the reactants [Cl-].[Al+3].[Cl-].[Cl-].[C:5](OC(=O)C)(=[O:7])[CH3:6].[CH2:12]([O:14][C:15]([C:17]1[NH:18][C:19]([CH3:23])=[C:20]([CH3:22])[CH:21]=1)=[O:16])[CH3:13], predict the reaction product. The product is: [CH2:12]([O:14][C:15]([C:17]1[NH:18][C:19]([CH3:23])=[C:20]([CH3:22])[C:21]=1[C:5](=[O:7])[CH3:6])=[O:16])[CH3:13].